This data is from Reaction yield outcomes from USPTO patents with 853,638 reactions. The task is: Predict the reaction yield, written as a fraction of the theoretical maximum amount of product (1.0 means a 100% yield; for example, 0.34 means a 34% yield). (1) The reactants are [CH3:1][O:2][C:3]([C:5]1[CH:10]=[C:9]([N:11]2[CH2:16][CH2:15][CH2:14][CH2:13][CH2:12]2)[N:8]=[C:7](Cl)[N:6]=1)=[O:4].[C:18]1([C:27]2[CH:32]=[CH:31][CH:30]=[CH:29][CH:28]=2)[CH:23]=[CH:22][C:21](B(O)O)=[CH:20][CH:19]=1.C(P(C(C)(C)C)C(C)(C)C)(C)(C)C.[F-].[K+]. The catalyst is C1COCC1.C1C=CC(/C=C/C(/C=C/C2C=CC=CC=2)=O)=CC=1.C1C=CC(/C=C/C(/C=C/C2C=CC=CC=2)=O)=CC=1.C1C=CC(/C=C/C(/C=C/C2C=CC=CC=2)=O)=CC=1.[Pd].[Pd]. The product is [CH3:1][O:2][C:3]([C:5]1[CH:10]=[C:9]([N:11]2[CH2:16][CH2:15][CH2:14][CH2:13][CH2:12]2)[N:8]=[C:7]([C:30]2[CH:31]=[CH:32][C:27]([C:18]3[CH:23]=[CH:22][CH:21]=[CH:20][CH:19]=3)=[CH:28][CH:29]=2)[N:6]=1)=[O:4]. The yield is 0.520. (2) The reactants are [CH2:1]([C:3]1[C:11]2[C:6](=[N:7][CH:8]=[C:9]([NH:12]C(=O)OC(C)(C)C)[N:10]=2)[N:5]([CH2:20][O:21][CH2:22][CH2:23][Si:24]([CH3:27])([CH3:26])[CH3:25])[C:4]=1[C:28]1[CH:33]=[CH:32][C:31]([C:34]2([CH3:39])OCC[O:35]2)=[CH:30][CH:29]=1)[CH3:2].C(O)(C(F)(F)F)=O.Cl.C([O-])(O)=O.[Na+]. The catalyst is O1CCOCC1.O.CCOC(C)=O. The product is [NH2:12][C:9]1[N:10]=[C:11]2[C:3]([CH2:1][CH3:2])=[C:4]([C:28]3[CH:29]=[CH:30][C:31]([C:34](=[O:35])[CH3:39])=[CH:32][CH:33]=3)[N:5]([CH2:20][O:21][CH2:22][CH2:23][Si:24]([CH3:27])([CH3:25])[CH3:26])[C:6]2=[N:7][CH:8]=1. The yield is 0.840. (3) The reactants are Br[C:2]1[CH:7]=[CH:6][C:5]([C:8]2[NH:12][C:11]([C@@H:13]3[CH2:17][CH2:16][CH2:15][N:14]3[C:18](=[O:28])[C@@H:19]([NH:23][C:24](=[O:27])[O:25][CH3:26])[CH:20]([CH3:22])[CH3:21])=[N:10][CH:9]=2)=[CH:4][C:3]=1[C:29]#[C:30][CH3:31].[B:32]1([B:32]2[O:36][C:35]([CH3:38])([CH3:37])[C:34]([CH3:40])([CH3:39])[O:33]2)[O:36][C:35]([CH3:38])([CH3:37])[C:34]([CH3:40])([CH3:39])[O:33]1.CC([O-])=O.[K+]. The catalyst is O1CCOCC1.C1C=CC(P(C2C=CC=CC=2)[C-]2C=CC=C2)=CC=1.C1C=CC(P(C2C=CC=CC=2)[C-]2C=CC=C2)=CC=1.Cl[Pd]Cl.[Fe+2]. The product is [CH3:21][CH:20]([CH3:22])[C@H:19]([NH:23][C:24](=[O:27])[O:25][CH3:26])[C:18](=[O:28])[N:14]1[CH2:15][CH2:16][CH2:17][C@H:13]1[C:11]1[NH:12][C:8]([C:5]2[CH:6]=[CH:7][C:2]([B:32]3[O:36][C:35]([CH3:38])([CH3:37])[C:34]([CH3:40])([CH3:39])[O:33]3)=[C:3]([C:29]#[C:30][CH3:31])[CH:4]=2)=[CH:9][N:10]=1. The yield is 0.380. (4) The reactants are C(NC(C)C)(C)C.[Li]CCCC.[CH2:13]([N:20]1[CH2:25][CH2:24][CH:23]([C:26]([O:28][CH2:29][CH3:30])=[O:27])[CH2:22][CH2:21]1)[C:14]1[CH:19]=[CH:18][CH:17]=[CH:16][CH:15]=1.[N:31]([C:40]([O:42][C:43]([CH3:46])([CH3:45])[CH3:44])=[O:41])=[N:32][C:33]([O:35][C:36]([CH3:39])([CH3:38])[CH3:37])=[O:34]. The catalyst is C1COCC1. The product is [CH2:13]([N:20]1[CH2:25][CH2:24][C:23]([N:31]([C:40]([O:42][C:43]([CH3:46])([CH3:45])[CH3:44])=[O:41])[NH:32][C:33]([O:35][C:36]([CH3:37])([CH3:38])[CH3:39])=[O:34])([C:26]([O:28][CH2:29][CH3:30])=[O:27])[CH2:22][CH2:21]1)[C:14]1[CH:15]=[CH:16][CH:17]=[CH:18][CH:19]=1. The yield is 0.720. (5) The reactants are [H-].[Na+].[OH:3][CH2:4][C@H:5]1[C@H:14]2[CH2:15][CH2:16][N:17]([C:18]([C@H:20]3[CH2:25][CH2:24][CH2:23][CH2:22][C@H:21]3[NH:26][C:27](=[O:34])[C:28]3[CH:33]=[CH:32][CH:31]=[CH:30][CH:29]=3)=[O:19])[C@H:13]2[C:12]2[CH:11]=[CH:10][CH:9]=[CH:8][C:7]=2[NH:6]1.CI.[C:37](=O)([O-])O.[Na+]. The catalyst is O1CCCC1. The product is [CH3:37][O:3][CH2:4][C@H:5]1[C@H:14]2[CH2:15][CH2:16][N:17]([C:18]([C@H:20]3[CH2:25][CH2:24][CH2:23][CH2:22][C@H:21]3[NH:26][C:27](=[O:34])[C:28]3[CH:29]=[CH:30][CH:31]=[CH:32][CH:33]=3)=[O:19])[C@H:13]2[C:12]2[CH:11]=[CH:10][CH:9]=[CH:8][C:7]=2[NH:6]1. The yield is 0.840. (6) The reactants are N[C:2]1[CH:10]=[CH:9][C:5]([C:6]([OH:8])=[O:7])=[C:4]([N+:11]([O-:13])=[O:12])[CH:3]=1.[OH:14]S(O)(=O)=O.N([O-])=O.[Na+]. The catalyst is O. The product is [OH:14][C:2]1[CH:10]=[CH:9][C:5]([C:6]([OH:8])=[O:7])=[C:4]([N+:11]([O-:13])=[O:12])[CH:3]=1. The yield is 0.540. (7) The reactants are [NH:1]1[CH2:5][CH2:4][N:3]=[C:2]1[C:6]1[C:7]([O:24][CH3:25])=[CH:8][C:9]([CH:21]([CH3:23])[CH3:22])=[C:10]([CH:20]=1)[O:11][C:12]1[C:13]([NH2:19])=[N:14][C:15]([NH2:18])=[N:16][CH:17]=1.[Mn]([O-])([O-])(=O)=O.[Ba+2]. The catalyst is C(Cl)Cl. The product is [NH:3]1[CH:4]=[CH:5][N:1]=[C:2]1[C:6]1[C:7]([O:24][CH3:25])=[CH:8][C:9]([CH:21]([CH3:23])[CH3:22])=[C:10]([CH:20]=1)[O:11][C:12]1[C:13]([NH2:19])=[N:14][C:15]([NH2:18])=[N:16][CH:17]=1. The yield is 0.410.